From a dataset of Catalyst prediction with 721,799 reactions and 888 catalyst types from USPTO. Predict which catalyst facilitates the given reaction. (1) Reactant: [ClH:1].N[CH2:3][C@H:4]([C:6]1[CH:11]=[CH:10][C:9]([C:12]2[C:13]3[C:14]4[CH:28]=[CH:27][S:26][C:15]=4[C:16](=[O:25])[NH:17][C:18]=3[C:19]([CH3:24])=[CH:20][C:21]=2[O:22][CH3:23])=[CH:8][C:7]=1[F:29])[CH3:5].[CH2:30]=O.[BH3-][C:33]#[N:34].[Na+]. Product: [ClH:1].[CH3:30][N:34]([CH3:33])[CH2:3][C@H:4]([C:6]1[CH:11]=[CH:10][C:9]([C:12]2[C:13]3[C:14]4[CH:28]=[CH:27][S:26][C:15]=4[C:16](=[O:25])[NH:17][C:18]=3[C:19]([CH3:24])=[CH:20][C:21]=2[O:22][CH3:23])=[CH:8][C:7]=1[F:29])[CH3:5]. The catalyst class is: 92. (2) Reactant: [H-].[Al+3].[Li+].[H-].[H-].[H-].[CH3:7][N:8]([CH3:16])[CH2:9][CH2:10][CH2:11][CH2:12][NH:13][CH:14]=O.C(O)C. Product: [CH3:7][N:8]([CH3:16])[CH2:9][CH2:10][CH2:11][CH2:12][NH:13][CH3:14]. The catalyst class is: 1. (3) Reactant: Cl.[NH:2]1[CH2:7][CH2:6][CH:5]([N:8]2[CH:12]=[C:11]([C:13]3[CH:36]=[CH:35][C:16]4[N:17]([C:20]5[CH:21]=[C:22]([NH:26][C:27]([NH:29][CH2:30][C:31]([F:34])([F:33])[F:32])=[O:28])[CH:23]=[CH:24][CH:25]=5)[CH:18]=[N:19][C:15]=4[CH:14]=3)[CH:10]=[N:9]2)[CH2:4][CH2:3]1.ClC(OC1C=CC([N+]([O-])=O)=CC=1)=[O:39].[CH2:50]([N:52]([CH2:55]C)[CH2:53][CH3:54])[CH3:51].N1CCCC1. Product: [N:52]1([C:55]([N:2]2[CH2:3][CH2:4][CH:5]([N:8]3[CH:12]=[C:11]([C:13]4[CH:36]=[CH:35][C:16]5[N:17]([C:20]6[CH:21]=[C:22]([NH:26][C:27]([NH:29][CH2:30][C:31]([F:33])([F:32])[F:34])=[O:28])[CH:23]=[CH:24][CH:25]=6)[CH:18]=[N:19][C:15]=5[CH:14]=4)[CH:10]=[N:9]3)[CH2:6][CH2:7]2)=[O:39])[CH2:53][CH2:54][CH2:51][CH2:50]1. The catalyst class is: 7. (4) Reactant: Cl[CH2:2][C:3]1[N:4]=[C:5]2[CH:10]=[CH:9][C:8]([F:11])=[CH:7][N:6]2[CH:12]=1.[F:13][C:14]1[CH:46]=[N:45][C:17]2[N:18]([C:38]3[CH:43]=[CH:42][CH:41]=[C:40]([I:44])[CH:39]=3)[C:19](=[O:37])[N:20]([C@@H:23]3[CH2:28][CH2:27][C@H:26]([NH:29][C:30](=[O:36])[O:31][C:32]([CH3:35])([CH3:34])[CH3:33])[CH2:25][CH2:24]3)[C:21](=[O:22])[C:16]=2[CH:15]=1.CCN(C(C)C)C(C)C.C(=O)(OC(C)(C)C)OC(C)(C)C. Product: [F:11][C:8]1[CH:9]=[CH:10][C:5]2[N:6]([CH:12]=[C:3]([CH2:2][N:29]([C@H:26]3[CH2:25][CH2:24][C@@H:23]([N:20]4[C:21](=[O:22])[C:16]5[CH:15]=[C:14]([F:13])[CH:46]=[N:45][C:17]=5[N:18]([C:38]5[CH:43]=[CH:42][CH:41]=[C:40]([I:44])[CH:39]=5)[C:19]4=[O:37])[CH2:28][CH2:27]3)[C:30](=[O:36])[O:31][C:32]([CH3:35])([CH3:34])[CH3:33])[N:4]=2)[CH:7]=1. The catalyst class is: 10. (5) Reactant: [F:1][C:2]([F:28])([F:27])[C:3]1[CH:8]=[C:7]([C:9]2[O:13][N:12]=[C:11]([C:14]3[CH:19]=[CH:18][C:17]([NH2:20])=[CH:16][CH:15]=3)[N:10]=2)[CH:6]=[CH:5][C:4]=1[C:21]1[CH:26]=[CH:25][CH:24]=[CH:23][CH:22]=1.[C:29]1(=[O:35])[O:34][C:32](=[O:33])[CH2:31][CH2:30]1. Product: [F:28][C:2]([F:1])([F:27])[C:3]1[CH:8]=[C:7]([C:9]2[O:13][N:12]=[C:11]([C:14]3[CH:15]=[CH:16][C:17]([NH:20][C:29](=[O:35])[CH2:30][CH2:31][C:32]([OH:34])=[O:33])=[CH:18][CH:19]=3)[N:10]=2)[CH:6]=[CH:5][C:4]=1[C:21]1[CH:26]=[CH:25][CH:24]=[CH:23][CH:22]=1. The catalyst class is: 10. (6) Reactant: CCN=C=NCCCN(C)C.Cl.[F:13][C:14]1[CH:22]=[C:21]([F:23])[CH:20]=[CH:19][C:15]=1[C:16]([OH:18])=O.Cl.[F:25][CH2:26][C:27]([NH2:30])([CH3:29])[CH3:28].C1C=CC2N(O)N=NC=2C=1.C(N(CC)CC)C. Product: [F:25][CH2:26][C:27]([NH:30][C:16](=[O:18])[C:15]1[CH:19]=[CH:20][C:21]([F:23])=[CH:22][C:14]=1[F:13])([CH3:29])[CH3:28]. The catalyst class is: 2.